Dataset: Peptide-MHC class II binding affinity with 134,281 pairs from IEDB. Task: Regression. Given a peptide amino acid sequence and an MHC pseudo amino acid sequence, predict their binding affinity value. This is MHC class II binding data. (1) The peptide sequence is RTEIDKPSQHHHHHH. The MHC is HLA-DQA10301-DQB10302 with pseudo-sequence HLA-DQA10301-DQB10302. The binding affinity (normalized) is 0. (2) The peptide sequence is CPDVMSAGESKHGLTNTA. The MHC is DRB4_0101 with pseudo-sequence DRB4_0103. The binding affinity (normalized) is 0. (3) The binding affinity (normalized) is 0.0557. The peptide sequence is EAGKESCFCYFDCSK. The MHC is DRB1_0301 with pseudo-sequence DRB1_0301. (4) The peptide sequence is AEEVKVIPAGELQVI. The MHC is DRB1_1101 with pseudo-sequence DRB1_1101. The binding affinity (normalized) is 0.309.